From a dataset of Catalyst prediction with 721,799 reactions and 888 catalyst types from USPTO. Predict which catalyst facilitates the given reaction. Reactant: [CH3:1][O:2][C@@H:3]1[CH2:7][CH2:6][O:5][C:4]1=[O:8].[CH:9]1[C:18]2[C:13](=[CH:14][CH:15]=[CH:16][CH:17]=2)[CH:12]=[CH:11][C:10]=1[SH:19].[H-].[Na+]. Product: [CH3:1][O:2][C@H:3]([CH2:7][CH2:6][S:19][C:10]1[CH:11]=[CH:12][C:13]2[C:18](=[CH:17][CH:16]=[CH:15][CH:14]=2)[CH:9]=1)[C:4]([OH:5])=[O:8]. The catalyst class is: 31.